From a dataset of Forward reaction prediction with 1.9M reactions from USPTO patents (1976-2016). Predict the product of the given reaction. (1) Given the reactants [Cl:1][C:2]1[CH:3]=[C:4]([NH:8][C:9](=[O:21])/[CH:10]=[CH:11]/[C:12]2[CH:17]=[CH:16][C:15]([O:18][CH3:19])=[C:14]([OH:20])[CH:13]=2)[CH:5]=[CH:6][CH:7]=1.C(Cl)(Cl)(Cl)Cl.CC1C=CN=C(N)C=1C.CCN(C(C)C)C(C)C.[P:45]([O-:62])([O:54][CH2:55][C:56]1[CH:61]=[CH:60][CH:59]=[CH:58][CH:57]=1)[O:46][CH2:47][C:48]1[CH:53]=[CH:52][CH:51]=[CH:50][CH:49]=1, predict the reaction product. The product is: [Cl:1][C:2]1[CH:3]=[C:4]([NH:8][C:9](/[CH:10]=[CH:11]/[C:12]2[CH:17]=[CH:16][C:15]([O:18][CH3:19])=[C:14]([O:20][P:45](=[O:62])([O:54][CH2:55][C:56]3[CH:61]=[CH:60][CH:59]=[CH:58][CH:57]=3)[O:46][CH2:47][C:48]3[CH:53]=[CH:52][CH:51]=[CH:50][CH:49]=3)[CH:13]=2)=[O:21])[CH:5]=[CH:6][CH:7]=1. (2) Given the reactants Cl[C:2]1[CH:3]=[N:4][C:5]([C:8]2[CH:13]=[CH:12][C:11]([OH:14])=[CH:10][CH:9]=2)=[N:6][CH:7]=1.[C:15]([Zn]C#N)#[N:16], predict the reaction product. The product is: [OH:14][C:11]1[CH:12]=[CH:13][C:8]([C:5]2[N:4]=[CH:3][C:2]([C:15]#[N:16])=[CH:7][N:6]=2)=[CH:9][CH:10]=1. (3) Given the reactants Cl[CH2:2][C:3]1[CH:8]=[CH:7][C:6]([C:9]([NH:12][C:13](=[O:15])[CH3:14])([CH3:11])[CH3:10])=[CH:5][CH:4]=1.Cl.Cl.[N:18]1[CH:23]=[CH:22][CH:21]=[N:20][C:19]=1[N:24]1[CH2:29][CH2:28][NH:27][CH2:26][CH2:25]1, predict the reaction product. The product is: [CH3:10][C:9]([NH:12][C:13](=[O:15])[CH3:14])([C:6]1[CH:7]=[CH:8][C:3]([CH2:2][N:27]2[CH2:28][CH2:29][N:24]([C:19]3[N:18]=[CH:23][CH:22]=[CH:21][N:20]=3)[CH2:25][CH2:26]2)=[CH:4][CH:5]=1)[CH3:11]. (4) Given the reactants [SH:1][C:2]1[NH:3][C:4]2[CH:10]=[C:9]([CH3:11])[CH:8]=[CH:7][C:5]=2[N:6]=1.C(=O)([O-])[O-].[K+].[K+].[CH2:18](Cl)[C:19]1[CH:24]=[CH:23][CH:22]=[CH:21][CH:20]=1, predict the reaction product. The product is: [CH2:18]([N:3]1[C:4]2[CH:10]=[C:9]([CH3:11])[CH:8]=[CH:7][C:5]=2[N:6]=[C:2]1[S:1][CH2:11][C:9]1[CH:10]=[CH:4][CH:5]=[CH:7][CH:8]=1)[C:19]1[CH:24]=[CH:23][CH:22]=[CH:21][CH:20]=1. (5) Given the reactants C(N(CC)CC)C.[NH:8]1[CH2:12][CH2:11][CH:10]([OH:13])[CH2:9]1.Cl[C:15]1[N:23]2[CH:24]([C:27]3[CH:28]=[N:29][CH:30]=[CH:31][CH:32]=3)[CH2:25][O:26][C:21]3=[C:22]2[C:17](=[C:18]([F:40])[CH:19]=[C:20]3[C:33]2[C:34]([CH3:39])=[N:35][O:36][C:37]=2[CH3:38])[N:16]=1, predict the reaction product. The product is: [CH3:39][C:34]1[C:33]([C:20]2[C:21]3[O:26][CH2:25][CH:24]([C:27]4[CH:28]=[N:29][CH:30]=[CH:31][CH:32]=4)[N:23]4[C:15]([N:8]5[CH2:12][CH2:11][CH:10]([OH:13])[CH2:9]5)=[N:16][C:17]([C:22]=34)=[C:18]([F:40])[CH:19]=2)=[C:37]([CH3:38])[O:36][N:35]=1. (6) Given the reactants C[O:2][C:3]([C:5]1[S:26][C:8]2=[CH:9][N:10]=[CH:11][C:12]([NH:13][C:14]3[CH:19]=[CH:18][C:17]([C:20]4[CH:25]=[CH:24][CH:23]=[CH:22][CH:21]=4)=[CH:16][CH:15]=3)=[C:7]2[CH:6]=1)=O.O.[NH2:28][NH2:29], predict the reaction product. The product is: [C:17]1([C:20]2[CH:25]=[CH:24][CH:23]=[CH:22][CH:21]=2)[CH:18]=[CH:19][C:14]([NH:13][C:12]2[CH:11]=[N:10][CH:9]=[C:8]3[S:26][C:5]([C:3]([NH:28][NH2:29])=[O:2])=[CH:6][C:7]=23)=[CH:15][CH:16]=1. (7) The product is: [OH:26][C:25]1[C:27]([CH2:18][CH2:19][CH:14]([CH3:15])[CH3:13])=[C:28]([OH:32])[C:29]([CH2:9][CH2:8][CH:4]([CH3:3])[CH3:5])([CH2:21][CH2:22][CH:24]([CH3:30])[CH3:25])[C:30](=[O:31])[C:24]=1[C:22](=[O:23])[CH2:21][CH2:20][C:16]1[CH:17]=[CH:18][CH:19]=[C:14]([CH3:13])[CH:15]=1. Given the reactants CC1[CH:3]=[C:4]([CH2:8][CH2:9]C(O)=O)[CH:5]=CC=1.[CH3:13][C:14]1[CH:15]=[C:16]([CH2:20][CH2:21][C:22]([C:24]2[C:30]([OH:31])=[CH:29][C:28]([OH:32])=[CH:27][C:25]=2[OH:26])=[O:23])[CH:17]=[CH:18][CH:19]=1, predict the reaction product. (8) Given the reactants [NH2:1][C:2]1[CH:22]=[CH:21][C:5]([O:6][C:7]2[CH:12]=[CH:11][N:10]=[C:9]([NH:13][C:14]([N:16]3[CH2:20][CH2:19][CH2:18][CH2:17]3)=[O:15])[CH:8]=2)=[CH:4][CH:3]=1.[F:23][C:24]1[CH:29]=[CH:28][C:27]([NH:30][C:31]([C:33]2([C:36](O)=[O:37])[CH2:35][CH2:34]2)=[O:32])=[CH:26][CH:25]=1.C(N(C(C)C)CC)(C)C.CN(C(ON1N=NC2C=CC=CC1=2)=[N+](C)C)C.F[P-](F)(F)(F)(F)F, predict the reaction product. The product is: [F:23][C:24]1[CH:25]=[CH:26][C:27]([NH:30][C:31]([C:33]2([C:36]([NH:1][C:2]3[CH:22]=[CH:21][C:5]([O:6][C:7]4[CH:12]=[CH:11][N:10]=[C:9]([NH:13][C:14]([N:16]5[CH2:20][CH2:19][CH2:18][CH2:17]5)=[O:15])[CH:8]=4)=[CH:4][CH:3]=3)=[O:37])[CH2:35][CH2:34]2)=[O:32])=[CH:28][CH:29]=1. (9) Given the reactants Br[C:2]1[CH:3]=[C:4]([N:8]2[CH2:16][CH:15]3[CH2:17][N:11]4[CH2:12][CH:13]([CH2:18][CH:9]2[CH2:10]4)[CH2:14]3)[CH:5]=[N:6][CH:7]=1.[CH3:19][O:20][C:21]1[CH:22]=[C:23](B(O)O)[CH:24]=[C:25]([O:29][CH3:30])[C:26]=1[O:27][CH3:28], predict the reaction product. The product is: [CH3:30][O:29][C:25]1[CH:24]=[C:23]([C:2]2[CH:3]=[C:4]([N:8]3[CH2:16][CH:15]4[CH2:17][N:11]5[CH2:12][CH:13]([CH2:18][CH:9]3[CH2:10]5)[CH2:14]4)[CH:5]=[N:6][CH:7]=2)[CH:22]=[C:21]([O:20][CH3:19])[C:26]=1[O:27][CH3:28]. (10) Given the reactants [Br:1][C:2]1[N:6]2[C:7](=[O:13])[CH:8]=[C:9]([CH2:11]Cl)[N:10]=[C:5]2[S:4][C:3]=1[CH3:14].[F:15][C:16]([F:23])([F:22])[C:17]1[CH:21]=[CH:20][NH:19][N:18]=1.C(=O)([O-])[O-].[K+].[K+].[I-].[K+], predict the reaction product. The product is: [Br:1][C:2]1[N:6]2[C:7](=[O:13])[CH:8]=[C:9]([CH2:11][N:19]3[CH:20]=[CH:21][C:17]([C:16]([F:23])([F:22])[F:15])=[N:18]3)[N:10]=[C:5]2[S:4][C:3]=1[CH3:14].